From a dataset of Forward reaction prediction with 1.9M reactions from USPTO patents (1976-2016). Predict the product of the given reaction. (1) Given the reactants [Cl:1][C:2]1[CH:7]=[CH:6][C:5]([C@H:8]2[CH2:12][CH2:11][C@H:10]([C:13]3[CH:18]=[CH:17][C:16]([Cl:19])=[C:15]([N+:20]([O-:22])=[O:21])[CH:14]=3)[N:9]2[C:23]2[CH:28]=[CH:27][C:26](I)=[CH:25][CH:24]=2)=[CH:4][C:3]=1[N+:30]([O-:32])=[O:31].CC1(C)C(C)(C)OB([C:41]2[CH:42]=[CH:43][C:44]([N:47]3[CH2:52][CH2:51][O:50][CH2:49][CH2:48]3)=[N:45][CH:46]=2)O1.P([O-])([O-])([O-])=O.[K+].[K+].[K+].O, predict the reaction product. The product is: [Cl:1][C:2]1[CH:7]=[CH:6][C:5]([C@H:8]2[CH2:12][CH2:11][C@H:10]([C:13]3[CH:18]=[CH:17][C:16]([Cl:19])=[C:15]([N+:20]([O-:22])=[O:21])[CH:14]=3)[N:9]2[C:23]2[CH:28]=[CH:27][C:26]([C:41]3[CH:42]=[CH:43][C:44]([N:47]4[CH2:48][CH2:49][O:50][CH2:51][CH2:52]4)=[N:45][CH:46]=3)=[CH:25][CH:24]=2)=[CH:4][C:3]=1[N+:30]([O-:32])=[O:31]. (2) Given the reactants [Br:1][C:2]1[CH:3]=[C:4]([CH:7]=[C:8]([Cl:10])[CH:9]=1)[CH:5]=[O:6].[CH2:11](O)[CH2:12][OH:13].C([O-])(O)=O.[Na+], predict the reaction product. The product is: [Br:1][C:2]1[CH:3]=[C:4]([CH:5]2[O:13][CH2:12][CH2:11][O:6]2)[CH:7]=[C:8]([Cl:10])[CH:9]=1.